This data is from Reaction yield outcomes from USPTO patents with 853,638 reactions. The task is: Predict the reaction yield, written as a fraction of the theoretical maximum amount of product (1.0 means a 100% yield; for example, 0.34 means a 34% yield). (1) The reactants are [O:1]([C:8]1[CH:13]=[CH:12][C:11]([C:14]2[C:22]3[C:17](=[N:18][CH:19]=[N:20][C:21]=3[NH2:23])[N:16]([CH:24]3[CH2:27][C:26]4([CH2:32][CH2:31][NH:30][CH2:29][CH2:28]4)[CH2:25]3)[N:15]=2)=[CH:10][CH:9]=1)[C:2]1[CH:7]=[CH:6][CH:5]=[CH:4][CH:3]=1.C(N(CC)CC)C.[C:40](Cl)(=[O:43])[CH:41]=[CH2:42]. The yield is 0.260. The product is [NH2:23][C:21]1[N:20]=[CH:19][N:18]=[C:17]2[N:16]([CH:24]3[CH2:27][C:26]4([CH2:32][CH2:31][N:30]([C:40](=[O:43])[CH:41]=[CH2:42])[CH2:29][CH2:28]4)[CH2:25]3)[N:15]=[C:14]([C:11]3[CH:10]=[CH:9][C:8]([O:1][C:2]4[CH:3]=[CH:4][CH:5]=[CH:6][CH:7]=4)=[CH:13][CH:12]=3)[C:22]=12. The catalyst is C(Cl)Cl. (2) The reactants are [OH-].[Li+].[CH3:3][O:4][C:5]1[CH:27]=[CH:26][C:25]([O:28][CH3:29])=[CH:24][C:6]=1[CH2:7][O:8][C:9]1[CH:18]=[C:17]2[C:12]([CH:13]=[C:14]([C:20]([O:22]C)=[O:21])[C:15](=[O:19])[O:16]2)=[CH:11][CH:10]=1. The catalyst is C1COCC1.O. The product is [CH3:3][O:4][C:5]1[CH:27]=[CH:26][C:25]([O:28][CH3:29])=[CH:24][C:6]=1[CH2:7][O:8][C:9]1[CH:18]=[C:17]2[C:12]([CH:13]=[C:14]([C:20]([OH:22])=[O:21])[C:15](=[O:19])[O:16]2)=[CH:11][CH:10]=1. The yield is 0.199. (3) The reactants are C(O[C:4]([C:6]1[C:14]2[CH2:13][CH2:12][N:11]([C:15]3[CH:20]=[CH:19][C:18]([N:21]4[CH2:26][CH2:25][CH2:24][CH2:23][C:22]4=[O:27])=[CH:17][CH:16]=3)[C:10](=[O:28])[C:9]=2[N:8]([C:29]2[CH:34]=[CH:33][C:32]([O:35][CH3:36])=[CH:31][CH:30]=2)[N:7]=1)=O)C.[Li+].[BH4-].C(Cl)Cl.P(Br)(Br)Br. The catalyst is C1COCC1.CC(O)=O.[Zn]. The product is [CH3:36][O:35][C:32]1[CH:31]=[CH:30][C:29]([N:8]2[C:9]3[C:10](=[O:28])[N:11]([C:15]4[CH:20]=[CH:19][C:18]([N:21]5[CH2:26][CH2:25][CH2:24][CH2:23][C:22]5=[O:27])=[CH:17][CH:16]=4)[CH2:12][CH2:13][C:14]=3[C:6]([CH3:4])=[N:7]2)=[CH:34][CH:33]=1. The yield is 0.580. (4) The reactants are C[O:2][C:3]1[CH:8]=[CH:7][C:6]([S:9]([N:12]2[C:21]3[CH:22]=[CH:23][S:24][C:20]=3[C:19]3[CH:18]=[CH:17][CH:16]=[CH:15][C:14]=3[CH:13]2[CH2:25][CH3:26])(=[O:11])=[O:10])=[CH:5][CH:4]=1.[Br:27]C1SC2C3C=CC=CC=3C(C)N(S(C3C=CC(O)=CC=3)(=O)=O)C=2C=1. No catalyst specified. The product is [Br:27][C:23]1[S:24][C:20]2[C:19]3[CH:18]=[CH:17][CH:16]=[CH:15][C:14]=3[CH:13]([CH2:25][CH3:26])[N:12]([S:9]([C:6]3[CH:7]=[CH:8][C:3]([OH:2])=[CH:4][CH:5]=3)(=[O:11])=[O:10])[C:21]=2[CH:22]=1. The yield is 0.200. (5) The reactants are [CH3:1][C:2]([CH3:15])([CH2:12][CH2:13][CH3:14])[CH2:3][C:4]1[CH:11]=[CH:10][C:7]([CH:8]=[O:9])=[CH:6][CH:5]=1.C(C(C1C=CC(C=O)=CC=1)(C)CC)C.[BH4-].[K+]. No catalyst specified. The product is [CH3:1][C:2]([CH3:15])([CH2:12][CH2:13][CH3:14])[CH2:3][C:4]1[CH:5]=[CH:6][C:7]([CH2:8][OH:9])=[CH:10][CH:11]=1. The yield is 0.910.